Dataset: TCR-epitope binding with 47,182 pairs between 192 epitopes and 23,139 TCRs. Task: Binary Classification. Given a T-cell receptor sequence (or CDR3 region) and an epitope sequence, predict whether binding occurs between them. The epitope is ELAGIGILTV. The TCR CDR3 sequence is CASSLQGTGANVLTF. Result: 0 (the TCR does not bind to the epitope).